This data is from Reaction yield outcomes from USPTO patents with 853,638 reactions. The task is: Predict the reaction yield, written as a fraction of the theoretical maximum amount of product (1.0 means a 100% yield; for example, 0.34 means a 34% yield). (1) The reactants are [NH2:1][C:2]1[CH:3]=[C:4]2[C:9](=[C:10]([Cl:12])[CH:11]=1)[N:8]=[CH:7][C:6]([C:13]#[N:14])=[C:5]2[NH:15][C:16]1[CH:21]=[CH:20][C:19]([F:22])=[C:18]([Cl:23])[CH:17]=1.[CH2:24]([C:26]1[NH:27][C:28]([CH3:33])=[C:29]([CH:31]=O)[N:30]=1)[CH3:25].[BH3-]C#N.[Na+]. The catalyst is CCO. The product is [Cl:12][C:10]1[CH:11]=[C:2]([NH:1][CH2:33][C:28]2[N:27]=[C:26]([CH2:24][CH3:25])[NH:30][C:29]=2[CH3:31])[CH:3]=[C:4]2[C:9]=1[N:8]=[CH:7][C:6]([C:13]#[N:14])=[C:5]2[NH:15][C:16]1[CH:21]=[CH:20][C:19]([F:22])=[C:18]([Cl:23])[CH:17]=1. The yield is 0.480. (2) The reactants are [O:1]1[C:6]2[CH:7]=[CH:8][C:9]([C:11]([OH:13])=O)=[CH:10][C:5]=2[O:4][CH2:3][CH2:2]1.[CH3:14][O:15][C:16]1[N:17]=[C:18]2[C:23](=[CH:24][CH:25]=1)[N:22]=[CH:21][CH:20]=[C:19]2[N:26]1[CH:34]=[C:33]2[C:28]([CH2:29][CH2:30][CH:31]([NH2:35])[CH2:32]2)=[N:27]1.C1C=CC2N(O)N=NC=2C=1.C(Cl)CCl. The catalyst is CN(C=O)C.CO. The product is [CH3:14][O:15][C:16]1[N:17]=[C:18]2[C:23](=[CH:24][CH:25]=1)[N:22]=[CH:21][CH:20]=[C:19]2[N:26]1[CH:34]=[C:33]2[C:28]([CH2:29][CH2:30][CH:31]([NH:35][C:11]([C:9]3[CH:8]=[CH:7][C:6]4[O:1][CH2:2][CH2:3][O:4][C:5]=4[CH:10]=3)=[O:13])[CH2:32]2)=[N:27]1. The yield is 0.300. (3) The reactants are [Br:1][C:2]1[C:12](C)=[CH:11]C(OCC(C)=O)=[C:4]([CH2:14][C:15]2[CH:20]=[CH:19][C:18]([CH:21]([CH3:23])[CH3:22])=[CH:17][CH:16]=2)[C:3]=1[CH3:24].[CH3:25]O.[CH2:27]1[CH2:31][O:30][CH2:29][CH2:28]1. No catalyst specified. The product is [Br:1][C:2]1[C:3]([CH3:24])=[C:4]([CH2:14][C:15]2[CH:20]=[CH:19][C:18]([CH:21]([CH3:23])[CH3:22])=[CH:17][CH:16]=2)[C:31]2[O:30][CH:29]=[C:28]([CH3:25])[C:27]=2[C:12]=1[CH3:11]. The yield is 0.840. (4) The reactants are [F:1][C:2]1[CH:7]=[CH:6][C:5]([C:8]([OH:28])([CH2:25][CH:26]=[CH2:27])[CH2:9][CH2:10][NH:11][CH2:12][CH:13]2[CH2:18][CH2:17][N:16]([C:19]3[CH:24]=[CH:23][CH:22]=[CH:21][CH:20]=3)[CH2:15][CH2:14]2)=[CH:4][CH:3]=1.Cl[C:30](Cl)([O:32]C(=O)OC(Cl)(Cl)Cl)Cl.C1CCN2C(=NCCC2)CC1. The catalyst is C1COCC1.N1C=CC=CC=1. The product is [CH2:25]([C:8]1([C:5]2[CH:4]=[CH:3][C:2]([F:1])=[CH:7][CH:6]=2)[O:28][C:30](=[O:32])[N:11]([CH2:12][CH:13]2[CH2:14][CH2:15][N:16]([C:19]3[CH:20]=[CH:21][CH:22]=[CH:23][CH:24]=3)[CH2:17][CH2:18]2)[CH2:10][CH2:9]1)[CH:26]=[CH2:27]. The yield is 0.130. (5) The product is [ClH:11].[CH3:1][CH:2]([NH:4][C:5]([CH3:10])([CH:7]([CH3:9])[CH3:8])[CH3:6])[CH3:3]. The catalyst is C(O)C. The reactants are [CH3:1][CH:2]([NH:4][C:5]([CH3:10])([CH:7]([CH3:9])[CH3:8])[CH3:6])[CH3:3].[ClH:11]. The yield is 0.955.